Task: Predict the reaction yield, written as a fraction of the theoretical maximum amount of product (1.0 means a 100% yield; for example, 0.34 means a 34% yield).. Dataset: Reaction yield outcomes from USPTO patents with 853,638 reactions (1) The reactants are [CH3:1][C:2]1([CH2:9][C:10]([OH:12])=O)[NH:6][C:5](=[O:7])[NH:4][C:3]1=[O:8].Cl.Cl.[CH3:15][C:16]1[CH:25]=[C:24]([CH2:26][O:27][C:28]2[CH:34]=[CH:33][C:31]([NH2:32])=[CH:30][CH:29]=2)[C:23]2[C:18](=[CH:19][CH:20]=[CH:21][CH:22]=2)[N:17]=1.N1CC(=O)NC1=O. No catalyst specified. The product is [CH3:1][C:2]1([CH2:9][C:10]([NH:32][C:31]2[CH:30]=[CH:29][C:28]([O:27][CH2:26][C:24]3[C:23]4[C:18](=[CH:19][CH:20]=[CH:21][CH:22]=4)[N:17]=[C:16]([CH3:15])[CH:25]=3)=[CH:34][CH:33]=2)=[O:12])[C:3](=[O:8])[NH:4][C:5](=[O:7])[NH:6]1. The yield is 0.130. (2) The reactants are Cl.[NH2:2][CH2:3][C:4]1[CH:5]=[C:6]2[C:10](=[CH:11][CH:12]=1)[C:9](=[O:13])[N:8]([CH:14]1[CH2:19][CH2:18][C:17](=[O:20])[NH:16][C:15]1=[O:21])[CH2:7]2.Cl.[N:23]1[CH:28]=[CH:27][CH:26]=[CH:25][C:24]=1[C:29](Cl)=[O:30].C(N(CC)CC)C.O. The catalyst is CN(C)C=O. The product is [O:21]=[C:15]1[CH:14]([N:8]2[CH2:7][C:6]3[C:10](=[CH:11][CH:12]=[C:4]([CH2:3][NH:2][C:29]([C:24]4[CH:25]=[CH:26][CH:27]=[CH:28][N:23]=4)=[O:30])[CH:5]=3)[C:9]2=[O:13])[CH2:19][CH2:18][C:17](=[O:20])[NH:16]1. The yield is 0.510. (3) The reactants are [NH2:1][C:2]1[CH:9]=[CH:8][C:5]([C:6]#[N:7])=[CH:4][C:3]=1[O:10][C:11]1[CH:16]=[CH:15][CH:14]=[CH:13][C:12]=1[Br:17].[C:18]([O:22][C:23]([N:25]1[CH2:30][CH2:29][C:28](=O)[CH2:27][CH2:26]1)=[O:24])([CH3:21])([CH3:20])[CH3:19].C(O[BH-](OC(=O)C)OC(=O)C)(=O)C.[Na+].C(O)(=O)C. The catalyst is ClC(Cl)C.C(OCC)(=O)C.O. The product is [C:18]([O:22][C:23]([N:25]1[CH2:30][CH2:29][CH:28]([NH:1][C:2]2[CH:9]=[CH:8][C:5]([C:6]#[N:7])=[CH:4][C:3]=2[O:10][C:11]2[CH:16]=[CH:15][CH:14]=[CH:13][C:12]=2[Br:17])[CH2:27][CH2:26]1)=[O:24])([CH3:21])([CH3:19])[CH3:20]. The yield is 0.460. (4) The reactants are [C:1]([CH2:9][C:10]([C:12]([F:15])([F:14])[F:13])=O)(=O)[C:2]1[CH:7]=[CH:6][CH:5]=[CH:4][CH:3]=1.Cl.[NH2:17][OH:18].[OH-:19].[Na+]. No catalyst specified. The product is [C:2]1([C:1]2[CH2:9][C:10]([OH:19])([C:12]([F:13])([F:14])[F:15])[O:18][N:17]=2)[CH:7]=[CH:6][CH:5]=[CH:4][CH:3]=1. The yield is 0.910. (5) The reactants are Cl[C:2]1[CH:7]=[C:6]([C:8]([CH3:12])([CH3:11])[C:9]#[N:10])[CH:5]=[C:4]([Cl:13])[N:3]=1.[CH:14]1(B(O)O)[CH2:16][CH2:15]1.P([O-])([O-])([O-])=O.[K+].[K+].[K+]. The catalyst is O1CCOCC1.C1C=CC(/C=C/C(/C=C/C2C=CC=CC=2)=O)=CC=1.C1C=CC(/C=C/C(/C=C/C2C=CC=CC=2)=O)=CC=1.C1C=CC(/C=C/C(/C=C/C2C=CC=CC=2)=O)=CC=1.[Pd].[Pd].C[C@]12C[C@@]3(C)O[C@](C)(C[C@](C)(O3)O1)P2C1C=CC=CC=1. The product is [Cl:13][C:4]1[CH:5]=[C:6]([C:8]([CH3:12])([CH3:11])[C:9]#[N:10])[CH:7]=[C:2]([CH:14]2[CH2:16][CH2:15]2)[N:3]=1. The yield is 0.490. (6) The reactants are C(OC([N:8]1[CH2:13][CH:12]=[C:11]([C:14]2[C:22]3[C:17](=[CH:18][CH:19]=[C:20]([NH:23][C:24]4[N:29]=[C:28]([NH:30][C:31]5[CH:36]=[CH:35][C:34]([CH3:37])=[CH:33][CH:32]=5)[C:27]([Br:38])=[CH:26][N:25]=4)[CH:21]=3)[NH:16][CH:15]=2)[CH2:10][CH2:9]1)=O)(C)(C)C.CO.[ClH:41]. The catalyst is O1CCOCC1. The product is [ClH:41].[Br:38][C:27]1[C:28]([NH:30][C:31]2[CH:32]=[CH:33][C:34]([CH3:37])=[CH:35][CH:36]=2)=[N:29][C:24]([NH:23][C:20]2[CH:21]=[C:22]3[C:17](=[CH:18][CH:19]=2)[NH:16][CH:15]=[C:14]3[C:11]2[CH2:12][CH2:13][NH:8][CH2:9][CH:10]=2)=[N:25][CH:26]=1. The yield is 0.850. (7) The reactants are [H-].[Na+].[O:3]1[CH2:8][CH2:7][NH:6][C:5]2[CH:9]=[CH:10][CH:11]=[CH:12][C:4]1=2.I[CH3:14]. The catalyst is O1CCCC1. The product is [CH3:14][N:6]1[CH2:7][CH2:8][O:3][C:4]2[CH:12]=[CH:11][CH:10]=[CH:9][C:5]1=2. The yield is 0.500.